Dataset: Full USPTO retrosynthesis dataset with 1.9M reactions from patents (1976-2016). Task: Predict the reactants needed to synthesize the given product. (1) Given the product [C:15]([C:17]1[CH:22]=[CH:21][C:20]([C:2]2[CH:11]=[N:10][CH:9]=[C:8]3[C:3]=2[CH:4]=[C:5]([C:12]([NH2:14])=[O:13])[CH:6]=[N:7]3)=[CH:19][CH:18]=1)#[N:16], predict the reactants needed to synthesize it. The reactants are: Br[C:2]1[CH:11]=[N:10][CH:9]=[C:8]2[C:3]=1[CH:4]=[C:5]([C:12]([NH2:14])=[O:13])[CH:6]=[N:7]2.[C:15]([C:17]1[CH:22]=[CH:21][C:20](B(O)O)=[CH:19][CH:18]=1)#[N:16].C(=O)([O-])[O-].[Cs+].[Cs+]. (2) Given the product [O:10]=[C:8]1[NH:22][CH2:21][CH2:20][N:3]2[N:4]=[C:5]([C:13]([O:15][CH2:16][CH3:17])=[O:14])[CH:6]=[C:7]12, predict the reactants needed to synthesize it. The reactants are: [OH-].[Na+].[NH:3]1[C:7]([C:8]([O:10]CC)=O)=[CH:6][C:5]([C:13]([O:15][CH2:16][CH3:17])=[O:14])=[N:4]1.Cl.Cl[CH2:20][CH2:21][NH2:22].Cl.